Dataset: Peptide-MHC class I binding affinity with 185,985 pairs from IEDB/IMGT. Task: Regression. Given a peptide amino acid sequence and an MHC pseudo amino acid sequence, predict their binding affinity value. This is MHC class I binding data. (1) The peptide sequence is IIVNNQESNK. The MHC is HLA-A31:01 with pseudo-sequence HLA-A31:01. The binding affinity (normalized) is 0.0477. (2) The binding affinity (normalized) is 0.0847. The peptide sequence is RLSQSGHML. The MHC is HLA-A80:01 with pseudo-sequence HLA-A80:01. (3) The peptide sequence is EVIRATYPS. The MHC is HLA-A23:01 with pseudo-sequence HLA-A23:01. The binding affinity (normalized) is 0.0847. (4) The peptide sequence is RVYLNGIGK. The MHC is HLA-A69:01 with pseudo-sequence HLA-A69:01. The binding affinity (normalized) is 0.0847. (5) The peptide sequence is SPSPTVEESR. The MHC is HLA-B07:02 with pseudo-sequence HLA-B07:02. The binding affinity (normalized) is 0.122. (6) The peptide sequence is FAVNPGLLET. The MHC is HLA-A11:01 with pseudo-sequence HLA-A11:01. The binding affinity (normalized) is 0.0115. (7) The peptide sequence is MNNGGDAMY. The MHC is HLA-A80:01 with pseudo-sequence HLA-A80:01. The binding affinity (normalized) is 0.0847.